This data is from Forward reaction prediction with 1.9M reactions from USPTO patents (1976-2016). The task is: Predict the product of the given reaction. Given the reactants [NH2:1][C:2]1[CH:7]=[C:6]([Br:8])[CH:5]=[CH:4][C:3]=1[OH:9].C([O-])([O-])=O.[K+].[K+].Br[CH:17]([CH3:21])[C:18](Br)=[O:19], predict the reaction product. The product is: [Br:8][C:6]1[CH:5]=[CH:4][C:3]2[O:9][CH:17]([CH3:21])[C:18](=[O:19])[NH:1][C:2]=2[CH:7]=1.